This data is from Forward reaction prediction with 1.9M reactions from USPTO patents (1976-2016). The task is: Predict the product of the given reaction. (1) Given the reactants C(C1CCCN([C:10]([NH:12][C:13]2[C:14]([CH3:30])=[CH:15][C:16]3[N:17]([CH:27]([CH3:29])[CH3:28])[C:18]4[C:23]([C:24]=3[C:25]=2[CH3:26])=[CH:22][CH:21]=[CH:20][CH:19]=4)=[O:11])C1)(=O)N.C(N(CC)C(C)C)(C)C.[C:40]([N:43]1[CH2:48][CH2:47][CH:46](C(O)=O)[CH2:45][CH2:44]1)(=[O:42])[CH3:41], predict the reaction product. The product is: [C:40]([N:43]1[CH2:48][CH2:47][CH:46]([C:10]([NH:12][C:13]2[C:14]([CH3:30])=[CH:15][C:16]3[N:17]([CH:27]([CH3:29])[CH3:28])[C:18]4[C:23]([C:24]=3[C:25]=2[CH3:26])=[CH:22][CH:21]=[CH:20][CH:19]=4)=[O:11])[CH2:45][CH2:44]1)(=[O:42])[CH3:41]. (2) Given the reactants [Cl:1][C:2]1[CH:7]=[CH:6][CH:5]=[CH:4][C:3]=1[C:8]1[CH:13]=[CH:12][N:11]=[CH:10][C:9]=1[NH2:14].[CH:15](OC)(OC)OC, predict the reaction product. The product is: [Cl:1][C:2]1[CH:7]=[CH:6][CH:5]=[CH:4][C:3]=1[C:8]1[CH:13]=[CH:12][N:11]=[CH:10][C:9]=1[NH:14][CH3:15]. (3) Given the reactants [NH2:1][C:2]1[CH:3]=[CH:4][C:5]([CH3:24])=[C:6]([C:8]2[CH:9]=[C:10]3[C:14](=[CH:15][CH:16]=2)[C:13](=[O:17])[N:12]([C:18]2[CH:23]=[CH:22][CH:21]=[CH:20][CH:19]=2)[CH2:11]3)[CH:7]=1.[CH:25]1([CH2:28][C:29](O)=[O:30])[CH2:27][CH2:26]1.C1C=CC2N(O)N=NC=2C=1.C1CN([P+](ON2N=NC3C=CC=CC2=3)(N2CCCC2)N2CCCC2)CC1.F[P-](F)(F)(F)(F)F.C(N(CC)C(C)C)(C)C, predict the reaction product. The product is: [CH:25]1([CH2:28][C:29]([NH:1][C:2]2[CH:3]=[CH:4][C:5]([CH3:24])=[C:6]([C:8]3[CH:9]=[C:10]4[C:14](=[CH:15][CH:16]=3)[C:13](=[O:17])[N:12]([C:18]3[CH:23]=[CH:22][CH:21]=[CH:20][CH:19]=3)[CH2:11]4)[CH:7]=2)=[O:30])[CH2:27][CH2:26]1. (4) Given the reactants [Cl:1][C:2]1[CH:7]=[C:6]([Cl:8])[CH:5]=[CH:4][C:3]=1[C:9]1[N:10]=[C:11](/[CH:16]=[CH:17]/[C:18]2[CH:23]=[CH:22][C:21]([C:24]3[CH:29]=[CH:28][C:27]([OH:30])=[CH:26][CH:25]=3)=[CH:20][CH:19]=2)[N:12]([CH2:14][CH3:15])[CH:13]=1.Br[C:32]1[CH:33]=[C:34]2[C:39](=[CH:40][CH:41]=1)[CH:38]=[C:37]([C:42]([O:44]C)=[O:43])[CH:36]=[CH:35]2, predict the reaction product. The product is: [Cl:1][C:2]1[CH:7]=[C:6]([Cl:8])[CH:5]=[CH:4][C:3]=1[C:9]1[N:10]=[C:11](/[CH:16]=[CH:17]/[C:18]2[CH:23]=[CH:22][C:21]([C:24]3[CH:25]=[CH:26][C:27]([O:30][C:32]4[CH:33]=[C:34]5[C:39](=[CH:40][CH:41]=4)[CH:38]=[C:37]([C:42]([OH:44])=[O:43])[CH:36]=[CH:35]5)=[CH:28][CH:29]=3)=[CH:20][CH:19]=2)[N:12]([CH2:14][CH3:15])[CH:13]=1. (5) Given the reactants Br[C:2]1[N:6]2[CH2:7][CH2:8][N:9]([C:11]([O:13][C:14]([CH3:17])([CH3:16])[CH3:15])=[O:12])[CH2:10][C:5]2=[N:4][C:3]=1[C:18]([O:20][CH2:21][CH3:22])=[O:19].C([Sn](CCCC)(CCCC)[C:28]([O:30][CH2:31][CH3:32])=[CH2:29])CCC.O1C=CC=C1P(C1OC=CC=1)C1OC=CC=1.[F-].[K+], predict the reaction product. The product is: [C:14]([O:13][C:11]([N:9]1[CH2:8][CH2:7][N:6]2[C:2]([C:28]([O:30][CH2:31][CH3:32])=[CH2:29])=[C:3]([C:18]([O:20][CH2:21][CH3:22])=[O:19])[N:4]=[C:5]2[CH2:10]1)=[O:12])([CH3:17])([CH3:16])[CH3:15].